Dataset: Forward reaction prediction with 1.9M reactions from USPTO patents (1976-2016). Task: Predict the product of the given reaction. (1) Given the reactants [CH3:1][N:2]([CH3:32])[CH:3]1[CH2:7][CH2:6][N:5]([C:8]2[CH:13]=[CH:12][C:11]([NH:14][C:15]([N:17]3[CH2:22][CH:21]=[C:20](B4OC(C)(C)C(C)(C)O4)[CH2:19][CH2:18]3)=[O:16])=[CH:10][CH:9]=2)[CH2:4]1.Br[C:34]1[CH:35]=[C:36]([S:40][CH3:41])[CH:37]=[CH:38][CH:39]=1, predict the reaction product. The product is: [CH3:32][N:2]([CH3:1])[CH:3]1[CH2:7][CH2:6][N:5]([C:8]2[CH:13]=[CH:12][C:11]([NH:14][C:15]([N:17]3[CH2:22][CH:21]=[C:20]([C:34]4[CH:39]=[CH:38][CH:37]=[C:36]([S:40][CH3:41])[CH:35]=4)[CH2:19][CH2:18]3)=[O:16])=[CH:10][CH:9]=2)[CH2:4]1. (2) Given the reactants C[O:2][C:3](=[O:23])[CH:4]=[CH:5][O:6][C:7]1[CH:12]=[CH:11][C:10]([C:13]23[CH2:22][CH:17]4[CH2:18][CH:19]([CH2:21][CH:15]([CH2:16]4)[CH2:14]2)[CH2:20]3)=[CH:9][CH:8]=1.O.[OH-].[Li+].Cl, predict the reaction product. The product is: [C:13]12([C:10]3[CH:9]=[CH:8][C:7]([O:6]/[CH:5]=[CH:4]/[C:3]([OH:23])=[O:2])=[CH:12][CH:11]=3)[CH2:20][CH:19]3[CH2:21][CH:15]([CH2:16][CH:17]([CH2:18]3)[CH2:22]1)[CH2:14]2. (3) Given the reactants [CH3:1][C:2]1[N:3]([CH2:30][C:31]([O:33][CH2:34][CH3:35])=[O:32])[C:4]2[CH2:5][C:6]([CH3:29])([CH3:28])[CH2:7][C:8](=O)[C:9]=2[C:10]=1[S:11][C:12]1[CH:17]=[CH:16][C:15]([S:18]([N:21]2[CH2:26][CH2:25][O:24][CH2:23][CH2:22]2)(=[O:20])=[O:19])=[CH:14][CH:13]=1.B.C1COCC1.CCO, predict the reaction product. The product is: [CH3:1][C:2]1[N:3]([CH2:30][C:31]([O:33][CH2:34][CH3:35])=[O:32])[C:4]2[CH2:5][C:6]([CH3:29])([CH3:28])[CH2:7][CH2:8][C:9]=2[C:10]=1[S:11][C:12]1[CH:17]=[CH:16][C:15]([S:18]([N:21]2[CH2:22][CH2:23][O:24][CH2:25][CH2:26]2)(=[O:20])=[O:19])=[CH:14][CH:13]=1. (4) Given the reactants [NH2:1][C:2]1[C:7]2=[CH:8][CH:9]=[C:10]([C@@H:11]3[O:15][C@@:14]([CH2:18][OH:19])([C:16]#[N:17])[C@@H:13]([O:20][Si](C(C)(C)C)(C)C)[CH2:12]3)[N:6]2[N:5]=[CH:4][N:3]=1.CCCC[N+](CCCC)(CCCC)CCCC.[F-], predict the reaction product. The product is: [NH2:1][C:2]1[C:7]2=[CH:8][CH:9]=[C:10]([C@@H:11]3[O:15][C@@:14]([CH2:18][OH:19])([C:16]#[N:17])[C@@H:13]([OH:20])[CH2:12]3)[N:6]2[N:5]=[CH:4][N:3]=1. (5) The product is: [F:21][C:20]([F:23])([F:22])[C:17]1[CH:18]=[CH:19][C:14]([O:1][C:2]2[CH:3]=[C:4]3[C:9](=[CH:10][CH:11]=2)[O:8][CH2:7][CH2:6][C:5]3=[O:12])=[N:15][CH:16]=1. Given the reactants [OH:1][C:2]1[CH:3]=[C:4]2[C:9](=[CH:10][CH:11]=1)[O:8][CH2:7][CH2:6][C:5]2=[O:12].Cl[C:14]1[CH:19]=[CH:18][C:17]([C:20]([F:23])([F:22])[F:21])=[CH:16][N:15]=1.C(=O)([O-])[O-].[K+].[K+].O, predict the reaction product.